Predict the reaction yield, written as a fraction of the theoretical maximum amount of product (1.0 means a 100% yield; for example, 0.34 means a 34% yield). From a dataset of Reaction yield outcomes from USPTO patents with 853,638 reactions. (1) The yield is 0.340. The reactants are [O:1]1[C:5]2[CH:6]=[CH:7][C:8](/[CH:10]=[CH:11]/[C:12]([C:14]3[CH:19]=[CH:18][CH:17]=[CH:16][C:15]=3[O:20][CH2:21][CH:22]([CH3:24])[CH3:23])=O)=[CH:9][C:4]=2[O:3][CH2:2]1.Cl.[NH2:26][C:27]([NH2:29])=[O:28]. The product is [O:1]1[C:5]2[CH:6]=[CH:7][C:8]([C:10]3[CH:11]=[C:12]([C:14]4[CH:19]=[CH:18][CH:17]=[CH:16][C:15]=4[O:20][CH2:21][CH:22]([CH3:24])[CH3:23])[NH:29][C:27](=[O:28])[N:26]=3)=[CH:9][C:4]=2[O:3][CH2:2]1. No catalyst specified. (2) The reactants are I[C:2]1[CH:7]=[CH:6][N:5]=[CH:4][C:3]=1[NH:8][C:9](=[O:15])[O:10][C:11]([CH3:14])([CH3:13])[CH3:12].[CH2:16]([OH:19])[C:17]#[CH:18].C(N(CC)CC)C.[Cl-].[Na+]. The catalyst is O1CCCC1.[Cu]I.C1C=CC([P]([Pd]([P](C2C=CC=CC=2)(C2C=CC=CC=2)C2C=CC=CC=2)([P](C2C=CC=CC=2)(C2C=CC=CC=2)C2C=CC=CC=2)[P](C2C=CC=CC=2)(C2C=CC=CC=2)C2C=CC=CC=2)(C2C=CC=CC=2)C2C=CC=CC=2)=CC=1.O. The product is [OH:19][CH2:16][C:17]#[C:18][C:2]1[CH:7]=[CH:6][N:5]=[CH:4][C:3]=1[NH:8][C:9](=[O:15])[O:10][C:11]([CH3:14])([CH3:13])[CH3:12]. The yield is 0.810. (3) The reactants are [CH2:1]1[C:5]2([CH2:10][CH2:9][NH:8][CH2:7][CH2:6]2)[CH2:4][CH2:3][N:2]1[C:11]([O:13][C:14]([CH3:17])([CH3:16])[CH3:15])=[O:12].[Cl:18][C:19]1[CH:24]=[CH:23][C:22](I)=[CH:21][CH:20]=1.C1C=CC(P(C2C(C3C(P(C4C=CC=CC=4)C4C=CC=CC=4)=CC=C4C=3C=CC=C4)=C3C(C=CC=C3)=CC=2)C2C=CC=CC=2)=CC=1. The product is [Cl:18][C:19]1[CH:24]=[CH:23][C:22]([N:8]2[CH2:7][CH2:6][C:5]3([CH2:1][N:2]([C:11]([O:13][C:14]([CH3:17])([CH3:16])[CH3:15])=[O:12])[CH2:3][CH2:4]3)[CH2:10][CH2:9]2)=[CH:21][CH:20]=1. The catalyst is C1(C)C=CC=CC=1.CC([O-])=O.CC([O-])=O.[Pd+2]. The yield is 0.500.